From a dataset of Reaction yield outcomes from USPTO patents with 853,638 reactions. Predict the reaction yield, written as a fraction of the theoretical maximum amount of product (1.0 means a 100% yield; for example, 0.34 means a 34% yield). (1) The yield is 0.250. The catalyst is C(=O)(O)[O-].[Na+]. The product is [I:19][C:17]1[CH:16]=[CH:15][C:26]([O:1][C:2]2[CH:3]=[CH:4][C:5]([C:6]([O:8][CH3:9])=[O:7])=[CH:10][CH:11]=2)=[N:27][CH:29]=1. The reactants are [OH:1][C:2]1[CH:11]=[CH:10][C:5]([C:6]([O:8][CH3:9])=[O:7])=[CH:4][CH:3]=1.ClC1C=[C:17]([I:19])[CH:16]=[CH:15]N=1.C(=O)([O-])[O-].[K+].[K+].[CH3:26][N:27]([CH:29]=O)C. (2) The reactants are [CH3:1][O:2][C:3]([C@H:5]1[C@@H:9]([C:10]2[CH:15]=[CH:14][C:13]([Cl:16])=[CH:12][CH:11]=2)[CH2:8][N:7]([CH2:17][C:18]2[CH:23]=[CH:22][CH:21]=[CH:20][CH:19]=2)[CH2:6]1)=[O:4].C[O-].[Na+]. The catalyst is CO. The product is [CH3:1][O:2][C:3]([C@@H:5]1[C@@H:9]([C:10]2[CH:15]=[CH:14][C:13]([Cl:16])=[CH:12][CH:11]=2)[CH2:8][N:7]([CH2:17][C:18]2[CH:19]=[CH:20][CH:21]=[CH:22][CH:23]=2)[CH2:6]1)=[O:4]. The yield is 0.840. (3) The reactants are [NH2:1][CH2:2][CH2:3][S:4]([NH:7][C:8]1[CH:13]=[C:12]([C:14]([N:16]2[CH2:21][CH2:20][CH:19]([C:22]3[CH:27]=[CH:26][C:25]([C:28]#[N:29])=[CH:24][CH:23]=3)[CH2:18][CH2:17]2)=[O:15])[CH:11]=[CH:10][C:9]=1[CH3:30])(=[O:6])=[O:5].[CH3:31][S:32](Cl)(=[O:34])=[O:33]. The catalyst is N1C=CC=CC=1.C(Cl)Cl. The product is [C:28]([C:25]1[CH:26]=[CH:27][C:22]([CH:19]2[CH2:20][CH2:21][N:16]([C:14]([C:12]3[CH:11]=[CH:10][C:9]([CH3:30])=[C:8]([NH:7][S:4]([CH2:3][CH2:2][NH:1][S:32]([CH3:31])(=[O:34])=[O:33])(=[O:5])=[O:6])[CH:13]=3)=[O:15])[CH2:17][CH2:18]2)=[CH:23][CH:24]=1)#[N:29]. The yield is 0.280. (4) The reactants are [NH2:1][C:2]1[CH:17]=[CH:16][C:5]([C:6]([NH:8][CH2:9][CH2:10][N:11]([CH2:14][CH3:15])[CH2:12][CH3:13])=[O:7])=[C:4]([O:18][CH3:19])[CH:3]=1.C(N(CC)CC)C.[CH3:27][S:28](Cl)(=[O:30])=[O:29].C(=O)(O)[O-].[Na+]. The catalyst is C(Cl)Cl. The product is [CH2:14]([N:11]([CH2:12][CH3:13])[CH2:10][CH2:9][NH:8][C:6](=[O:7])[C:5]1[CH:16]=[CH:17][C:2]([N:1]([S:28]([CH3:27])(=[O:30])=[O:29])[S:28]([CH3:27])(=[O:30])=[O:29])=[CH:3][C:4]=1[O:18][CH3:19])[CH3:15]. The yield is 0.526. (5) The reactants are [NH2:1][C@H:2]([C:34]1[CH:39]=[CH:38][CH:37]=[CH:36][CH:35]=1)[CH2:3][N:4]1[C:9](=[O:10])[C:8]([C:11]2[CH:16]=[CH:15][CH:14]=[C:13]([O:17][CH3:18])[C:12]=2[F:19])=[C:7]([CH3:20])[N:6]([CH2:21][C:22]2[C:27]([C:28]([F:31])([F:30])[F:29])=[CH:26][CH:25]=[CH:24][C:23]=2[F:32])[C:5]1=[O:33].CN(C)[CH:42]=[O:43]. The catalyst is C(OC(C)C)(=O)C. The product is [CH2:9]([O:10][C:42](=[O:43])[CH2:3][CH2:2][CH2:34][NH:1][C@H:2]([C:34]1[CH:39]=[CH:38][CH:37]=[CH:36][CH:35]=1)[CH2:3][N:4]1[C:9](=[O:10])[C:8]([C:11]2[CH:16]=[CH:15][CH:14]=[C:13]([O:17][CH3:18])[C:12]=2[F:19])=[C:7]([CH3:20])[N:6]([CH2:21][C:22]2[C:27]([C:28]([F:29])([F:31])[F:30])=[CH:26][CH:25]=[CH:24][C:23]=2[F:32])[C:5]1=[O:33])[CH3:8]. The yield is 0.750. (6) The reactants are [OH:1][C:2]1[CH:3]=[C:4]([CH:33]=[CH:34][CH:35]=1)[O:5][C:6]1[CH:32]=[CH:31][C:9]([CH2:10][N:11]([CH2:22][C:23]2[CH:30]=[CH:29][C:26]([C:27]#[N:28])=[CH:25][CH:24]=2)[C:12]2[CH:17]=[CH:16][CH:15]=[C:14]([N+:18]([O-:20])=[O:19])[C:13]=2[CH3:21])=[CH:8][CH:7]=1.C(=O)([O-])[O-].[Cs+].[Cs+].CS(O[CH2:47][CH:48]1[CH2:52][CH2:51][O:50][CH2:49]1)(=O)=O. The catalyst is CN(C=O)C.CCCC[N+](CCCC)(CCCC)CCCC.[Br-].CCOC(C)=O. The product is [CH3:21][C:13]1[C:14]([N+:18]([O-:20])=[O:19])=[CH:15][CH:16]=[CH:17][C:12]=1[N:11]([CH2:22][C:23]1[CH:30]=[CH:29][C:26]([C:27]#[N:28])=[CH:25][CH:24]=1)[CH2:10][C:9]1[CH:8]=[CH:7][C:6]([O:5][C:4]2[CH:33]=[CH:34][CH:35]=[C:2]([O:1][CH2:47][CH:48]3[CH2:52][CH2:51][O:50][CH2:49]3)[CH:3]=2)=[CH:32][CH:31]=1. The yield is 0.900. (7) The reactants are C([O:3][C:4](=O)[CH2:5][N:6]1[C:19]2[CH:18]=[CH:17][CH:16]=[CH:15][C:14]=2[O:13][C:12]2[C:7]1=[CH:8][CH:9]=[CH:10][CH:11]=2)C.[H-].[Al+3].[Li+].[H-].[H-].[H-]. The catalyst is O1CCCC1. The product is [CH:18]1[C:19]2[N:6]([CH2:5][CH2:4][OH:3])[C:7]3[C:12](=[CH:11][CH:10]=[CH:9][CH:8]=3)[O:13][C:14]=2[CH:15]=[CH:16][CH:17]=1. The yield is 0.990. (8) The reactants are C(=O)(OCC)[O:2][C:3]1[CH:8]=[C:7]([N+:9]([O-:11])=[O:10])[C:6]([CH3:12])=[CH:5][C:4]=1[CH:13]1[CH:20]2[CH2:21][CH:16]3[CH2:17][CH:18]([CH2:22][CH:14]1[CH2:15]3)[CH2:19]2.N1CCCCC1. The catalyst is C(Cl)Cl. The product is [CH:14]12[CH2:15][CH:16]3[CH2:17][CH:18]([CH2:19][CH:20]([CH2:21]3)[CH:13]1[C:4]1[CH:5]=[C:6]([CH3:12])[C:7]([N+:9]([O-:11])=[O:10])=[CH:8][C:3]=1[OH:2])[CH2:22]2. The yield is 0.770.